Dataset: Peptide-MHC class I binding affinity with 185,985 pairs from IEDB/IMGT. Task: Regression. Given a peptide amino acid sequence and an MHC pseudo amino acid sequence, predict their binding affinity value. This is MHC class I binding data. The peptide sequence is YFKRELKSF. The binding affinity (normalized) is 0.0847. The MHC is HLA-A31:01 with pseudo-sequence HLA-A31:01.